This data is from TCR-epitope binding with 47,182 pairs between 192 epitopes and 23,139 TCRs. The task is: Binary Classification. Given a T-cell receptor sequence (or CDR3 region) and an epitope sequence, predict whether binding occurs between them. (1) The epitope is GLNKIVRMY. The TCR CDR3 sequence is CSVASGSVNEQFF. Result: 0 (the TCR does not bind to the epitope). (2) The epitope is KPLEFGATSAAL. The TCR CDR3 sequence is CASSETGTGGDTEAFF. Result: 1 (the TCR binds to the epitope). (3) The epitope is KLSALGINAV. The TCR CDR3 sequence is CATSDSGLAGDYNEQFF. Result: 1 (the TCR binds to the epitope).